From a dataset of Catalyst prediction with 721,799 reactions and 888 catalyst types from USPTO. Predict which catalyst facilitates the given reaction. (1) Reactant: [Br:1][C:2]1[CH:3]=[C:4]([CH:7]=[O:8])[S:5][CH:6]=1.[CH2:9](O)[CH2:10][OH:11]. Product: [Br:1][C:2]1[CH:3]=[C:4]([CH:7]2[O:11][CH2:10][CH2:9][O:8]2)[S:5][CH:6]=1. The catalyst class is: 626. (2) Reactant: Br[C:2]1[C:7]([CH3:8])=[N:6][CH:5]=[CH:4][N:3]=1.C(=O)([O-])[O-].[Na+].[Na+].[CH3:15][O:16][C:17]1[CH:18]=[C:19]([CH:30]=[CH:31][C:32]=1B1OC(C)(C)C(C)(C)O1)[O:20][C:21]1[C:26]2[CH:27]=[CH:28][O:29][C:25]=2[CH:24]=[CH:23][N:22]=1. Product: [CH3:15][O:16][C:17]1[CH:18]=[C:19]([CH:30]=[CH:31][C:32]=1[C:2]1[C:7]([CH3:8])=[N:6][CH:5]=[CH:4][N:3]=1)[O:20][C:21]1[C:26]2[CH:27]=[CH:28][O:29][C:25]=2[CH:24]=[CH:23][N:22]=1. The catalyst class is: 70. (3) Reactant: COC1C=CC(C[N:8]2[C:16]3[C:11](=[CH:12][CH:13]=[C:14]([N:17]4[CH2:22][CH2:21][NH:20][CH2:19][CH2:18]4)[CH:15]=3)[CH:10]=[N:9]2)=CC=1.O.C(Cl)Cl.CO. Product: [N:17]1([C:14]2[CH:15]=[C:16]3[C:11]([CH:10]=[N:9][NH:8]3)=[CH:12][CH:13]=2)[CH2:22][CH2:21][NH:20][CH2:19][CH2:18]1. The catalyst class is: 55.